Task: Predict which catalyst facilitates the given reaction.. Dataset: Catalyst prediction with 721,799 reactions and 888 catalyst types from USPTO Reactant: [C:1]([N:4]1[C:13]2[C:8](=[C:9]([O:32][C:33]3[CH:38]=[CH:37][CH:36]=[CH:35][C:34]=3[F:39])[C:10]([C:14]3[CH:15]=[N:16][N:17]([CH:19]4[CH2:24][CH2:23][N:22](C(OC(C)(C)C)=O)[CH2:21][CH2:20]4)[CH:18]=3)=[CH:11][CH:12]=2)[CH2:7][CH2:6][C@@H:5]1[CH3:40])(=[O:3])[CH3:2].FC(F)(F)C(O)=O.C(=O)([O-])[O-].[K+].[K+]. Product: [F:39][C:34]1[CH:35]=[CH:36][CH:37]=[CH:38][C:33]=1[O:32][C:9]1[C:10]([C:14]2[CH:15]=[N:16][N:17]([CH:19]3[CH2:24][CH2:23][NH:22][CH2:21][CH2:20]3)[CH:18]=2)=[CH:11][CH:12]=[C:13]2[C:8]=1[CH2:7][CH2:6][C@H:5]([CH3:40])[N:4]2[C:1](=[O:3])[CH3:2]. The catalyst class is: 4.